This data is from Peptide-MHC class II binding affinity with 134,281 pairs from IEDB. The task is: Regression. Given a peptide amino acid sequence and an MHC pseudo amino acid sequence, predict their binding affinity value. This is MHC class II binding data. (1) The peptide sequence is CPTDCFRKHPDATYSRCGSG. The MHC is DRB1_1501 with pseudo-sequence DRB1_1501. The binding affinity (normalized) is 0.316. (2) The peptide sequence is YNNFTVSFWLRVPKV. The MHC is HLA-DPA10301-DPB10402 with pseudo-sequence HLA-DPA10301-DPB10402. The binding affinity (normalized) is 1.00. (3) The peptide sequence is EKKYFAAHQFEPLAA. The MHC is HLA-DPA10301-DPB10402 with pseudo-sequence HLA-DPA10301-DPB10402. The binding affinity (normalized) is 0.892.